Dataset: NCI-60 drug combinations with 297,098 pairs across 59 cell lines. Task: Regression. Given two drug SMILES strings and cell line genomic features, predict the synergy score measuring deviation from expected non-interaction effect. (1) Drug 1: CCCS(=O)(=O)NC1=C(C(=C(C=C1)F)C(=O)C2=CNC3=C2C=C(C=N3)C4=CC=C(C=C4)Cl)F. Drug 2: C1CCN(CC1)CCOC2=CC=C(C=C2)C(=O)C3=C(SC4=C3C=CC(=C4)O)C5=CC=C(C=C5)O. Cell line: RXF 393. Synergy scores: CSS=8.76, Synergy_ZIP=-3.51, Synergy_Bliss=2.51, Synergy_Loewe=1.90, Synergy_HSA=3.62. (2) Drug 1: C1=CC(=CC=C1CCC2=CNC3=C2C(=O)NC(=N3)N)C(=O)NC(CCC(=O)O)C(=O)O. Drug 2: C1=C(C(=O)NC(=O)N1)F. Cell line: SNB-75. Synergy scores: CSS=36.7, Synergy_ZIP=0.918, Synergy_Bliss=1.66, Synergy_Loewe=7.66, Synergy_HSA=8.80.